From a dataset of Reaction yield outcomes from USPTO patents with 853,638 reactions. Predict the reaction yield, written as a fraction of the theoretical maximum amount of product (1.0 means a 100% yield; for example, 0.34 means a 34% yield). (1) The product is [Br:1][C:2]1[CH:7]=[CH:6][C:5]([CH:8]2[C:13]3[N:14]=[C:15]([Cl:19])[N:16]=[C:17]([NH:22][CH3:21])[C:12]=3[CH2:11][O:10][CH2:9]2)=[CH:4][CH:3]=1. The yield is 0.426. No catalyst specified. The reactants are [Br:1][C:2]1[CH:7]=[CH:6][C:5]([CH:8]2[C:13]3[N:14]=[C:15]([Cl:19])[N:16]=[C:17](Cl)[C:12]=3[CH2:11][O:10][CH2:9]2)=[CH:4][CH:3]=1.Cl.[CH3:21][NH2:22]. (2) The reactants are [CH2:1]([O:3][C:4](=[O:21])[CH2:5][C@@H:6]([N:10]1[C:14]2=[N:15][C:16]([CH3:19])=[CH:17][CH:18]=[C:13]2[NH:12][C:11]1=[O:20])[CH2:7][CH2:8][CH3:9])[CH3:2].C([O-])([O-])=O.[K+].[K+].[I-].[CH3:29][N:30]1[C:38]2[C:33](=[C:34]([CH3:39])[CH:35]=[CH:36][CH:37]=2)[C:32]([CH2:40][N+](C)(C)C)=[CH:31]1. The catalyst is CN(C=O)C.C(OCC)(=O)C. The product is [CH2:1]([O:3][C:4](=[O:21])[CH2:5][C@@H:6]([N:10]1[C:14]2=[N:15][C:16]([CH3:19])=[CH:17][CH:18]=[C:13]2[N:12]([CH2:40][C:32]2[C:33]3[C:38](=[CH:37][CH:36]=[CH:35][C:34]=3[CH3:39])[N:30]([CH3:29])[CH:31]=2)[C:11]1=[O:20])[CH2:7][CH2:8][CH3:9])[CH3:2]. The yield is 0.450. (3) The reactants are C(O)(C(F)(F)F)=O.[CH3:8][N:9]([CH3:40])[CH2:10][C:11]([NH:13][CH2:14][C:15]1([C:28]2[CH:33]=[CH:32][CH:31]=[C:30]([C:34]3[CH:35]=[N:36][N:37]([CH3:39])[CH:38]=3)[CH:29]=2)[CH2:20][CH2:19][N:18](C(OC(C)(C)C)=O)[CH2:17][CH2:16]1)=[O:12]. The catalyst is C(Cl)Cl. The product is [CH3:8][N:9]([CH3:40])[CH2:10][C:11]([NH:13][CH2:14][C:15]1([C:28]2[CH:33]=[CH:32][CH:31]=[C:30]([C:34]3[CH:35]=[N:36][N:37]([CH3:39])[CH:38]=3)[CH:29]=2)[CH2:20][CH2:19][NH:18][CH2:17][CH2:16]1)=[O:12]. The yield is 0.770. (4) The reactants are [NH2:1][C:2]1[CH:10]=[CH:9][CH:8]=[C:7]2[C:3]=1[C:4](=[O:20])[N:5]([CH:12]1[CH2:17][CH2:16][C:15](=[O:18])[NH:14][C:13]1=[O:19])[C:6]2=[O:11].[C:21]([O:24][CH2:25][C:26](Cl)=[O:27])(=[O:23])[CH3:22]. The catalyst is C1COCC1. The product is [C:21]([O:24][CH2:25][C:26](=[O:27])[NH:1][C:2]1[CH:10]=[CH:9][CH:8]=[C:7]2[C:3]=1[C:4](=[O:20])[N:5]([CH:12]1[CH2:17][CH2:16][C:15](=[O:18])[NH:14][C:13]1=[O:19])[C:6]2=[O:11])(=[O:23])[CH3:22]. The yield is 0.750. (5) The reactants are [Cl:1][C:2]1[C:3]([CH3:45])=[C:4]([C:34]2[CH:35]=[CH:36][C:37]([C:40]([N:42]([CH3:44])[CH3:43])=[O:41])=[N:38][CH:39]=2)[C:5]([O:32][CH3:33])=[C:6]([CH:8]([N:10]2[C:18]3[CH:17]=[CH:16][N:15]=[C:14]([NH:19]CC4C=CC(OC)=CC=4OC)[C:13]=3[C:12]([CH3:31])=[N:11]2)[CH3:9])[CH:7]=1.[F:46][C:47]([F:52])([F:51])[C:48]([OH:50])=[O:49]. The catalyst is C(Cl)Cl. The product is [F:46][C:47]([F:52])([F:51])[C:48]([OH:50])=[O:49].[F:46][C:47]([F:52])([F:51])[C:48]([OH:50])=[O:49].[NH2:19][C:14]1[C:13]2[C:12]([CH3:31])=[N:11][N:10]([CH:8]([C:6]3[C:5]([O:32][CH3:33])=[C:4]([C:34]4[CH:35]=[CH:36][C:37]([C:40]([N:42]([CH3:43])[CH3:44])=[O:41])=[N:38][CH:39]=4)[C:3]([CH3:45])=[C:2]([Cl:1])[CH:7]=3)[CH3:9])[C:18]=2[CH:17]=[CH:16][N:15]=1. The yield is 0.460.